From a dataset of Full USPTO retrosynthesis dataset with 1.9M reactions from patents (1976-2016). Predict the reactants needed to synthesize the given product. (1) Given the product [F:29][C:30]([F:37])([F:36])[S:31]([O-:34])(=[O:33])=[O:32].[CH3:30][N+:12]12[CH2:28][CH2:27][N:15]([CH2:14][CH2:13]1)[C@@H:16]([C:17]1[C:26]3[C:21](=[CH:22][CH:23]=[CH:24][CH:25]=3)[CH:20]=[CH:19][CH:18]=1)[C@@H:11]2[C:1]1[C:10]2[C:5](=[CH:6][CH:7]=[CH:8][CH:9]=2)[CH:4]=[CH:3][CH:2]=1, predict the reactants needed to synthesize it. The reactants are: [C:1]1([C@H:11]2[C@H:16]([C:17]3[C:26]4[C:21](=[CH:22][CH:23]=[CH:24][CH:25]=4)[CH:20]=[CH:19][CH:18]=3)[N:15]3[CH2:27][CH2:28][N:12]2[CH2:13][CH2:14]3)[C:10]2[C:5](=[CH:6][CH:7]=[CH:8][CH:9]=2)[CH:4]=[CH:3][CH:2]=1.[F:29][C:30]([F:37])([F:36])[S:31]([O:34]C)(=[O:33])=[O:32]. (2) Given the product [OH:1][C:2]1[C:11]2[C:6](=[CH:7][CH:8]=[CH:9][CH:10]=2)[C@@:5]([CH3:17])([CH2:12][CH2:13][CH:14]([CH3:15])[CH3:16])[C:4](=[O:18])[CH:3]=1, predict the reactants needed to synthesize it. The reactants are: [OH:1][C:2]1[C:11]2[C:6](=[CH:7][CH:8]=[CH:9][CH:10]=2)[C@@:5]([CH3:17])([CH2:12][CH2:13][CH:14]([CH3:16])[CH3:15])[C:4](=[O:18])[C:3]=1C(OCC)=O.Cl. (3) Given the product [F:38][C:2]([F:1])([F:37])[C:3]1[CH:36]=[CH:35][C:6]([O:7][C:8]2[N:12]([CH2:13][C:14]([N:41]([CH3:42])[CH3:40])=[O:15])[N:11]=[C:10]([C:17]3[CH:18]=[C:19]([C:23]4([NH:27][C:28](=[O:29])[O:30][C:31]([CH3:32])([CH3:33])[CH3:34])[CH2:24][O:25][CH2:26]4)[CH:20]=[CH:21][CH:22]=3)[CH:9]=2)=[CH:5][CH:4]=1, predict the reactants needed to synthesize it. The reactants are: [F:1][C:2]([F:38])([F:37])[C:3]1[CH:36]=[CH:35][C:6]([O:7][C:8]2[N:12]([CH2:13][C:14](O)=[O:15])[N:11]=[C:10]([C:17]3[CH:22]=[CH:21][CH:20]=[C:19]([C:23]4([NH:27][C:28]([O:30][C:31]([CH3:34])([CH3:33])[CH3:32])=[O:29])[CH2:26][O:25][CH2:24]4)[CH:18]=3)[CH:9]=2)=[CH:5][CH:4]=1.Cl.[CH3:40][NH:41][CH3:42].C(Cl)CCl.C1C=CC2N(O)N=NC=2C=1.C(N(C(C)C)CC)(C)C. (4) Given the product [Cl:1][C:2]1[CH:7]=[C:6]([NH:10][NH2:11])[N:5]=[C:4]([CH3:9])[N:3]=1, predict the reactants needed to synthesize it. The reactants are: [Cl:1][C:2]1[CH:7]=[C:6](Cl)[N:5]=[C:4]([CH3:9])[N:3]=1.[NH2:10][NH2:11]. (5) Given the product [Cl:1][C:2]1[CH:8]=[CH:7][CH:6]=[C:5]([CH3:9])[C:3]=1[N:4]=[C:10]=[S:11], predict the reactants needed to synthesize it. The reactants are: [Cl:1][C:2]1[CH:8]=[CH:7][CH:6]=[C:5]([CH3:9])[C:3]=1[NH2:4].[C:10](Cl)(Cl)=[S:11].C(N(C(C)C)C(C)C)C.